Task: Predict the reaction yield, written as a fraction of the theoretical maximum amount of product (1.0 means a 100% yield; for example, 0.34 means a 34% yield).. Dataset: Reaction yield outcomes from USPTO patents with 853,638 reactions (1) The reactants are [Cl:1][C:2]1[CH:3]=[CH:4][C:5]2[N:9]=[C:8]([S:10][CH2:11][C:12]3[CH:17]=[CH:16][C:15]([Cl:18])=[CH:14][CH:13]=3)[N:7]([C:19]3[CH:24]=[CH:23][C:22]([CH2:25][OH:26])=[CH:21][CH:20]=3)[C:6]=2[CH:27]=1. The catalyst is C(Cl)(Cl)Cl.[O-2].[O-2].[Mn+4]. The product is [Cl:1][C:2]1[CH:3]=[CH:4][C:5]2[N:9]=[C:8]([S:10][CH2:11][C:12]3[CH:13]=[CH:14][C:15]([Cl:18])=[CH:16][CH:17]=3)[N:7]([C:19]3[CH:24]=[CH:23][C:22]([CH:25]=[O:26])=[CH:21][CH:20]=3)[C:6]=2[CH:27]=1. The yield is 0.700. (2) The reactants are [CH2:1]([OH:9])[CH2:2][C@H:3]([OH:8])[CH2:4][CH2:5][CH2:6][CH3:7].[C:10](Cl)(=[O:12])[CH3:11].OS(O)(=O)=O. The catalyst is N1C=CC=CC=1. The product is [C:10]([O:9][CH2:1][CH2:2][C@H:3]([OH:8])[CH2:4][CH2:5][CH2:6][CH3:7])(=[O:12])[CH3:11]. The yield is 0.680. (3) The reactants are C(=O)([O-])[O-].[Cs+].[Cs+].[OH:7][C:8]1[CH:15]=[C:14]([O:16][CH3:17])[CH:13]=[CH:12][C:9]=1[C:10]#[N:11].I[CH:19]([CH3:21])[CH3:20].O. The catalyst is CC(C)=O. The product is [CH:19]([O:7][C:8]1[CH:15]=[C:14]([O:16][CH3:17])[CH:13]=[CH:12][C:9]=1[C:10]#[N:11])([CH3:21])[CH3:20]. The yield is 0.870. (4) The reactants are O1CCCC1.[C:6]1([NH:12][C:13]2[CH:18]=[CH:17][C:16]([CH2:19][C:20](Cl)=[N:21][OH:22])=[CH:15][CH:14]=2)[CH:11]=[CH:10][CH:9]=[CH:8][CH:7]=1.[C:24]([C:26]1[C:27]([NH2:32])=[N:28][CH:29]=[CH:30][CH:31]=1)#[CH:25].C(N(CC)CC)C. The catalyst is O. The product is [C:6]1([NH:12][C:13]2[CH:18]=[CH:17][C:16]([CH2:19][C:20]3[CH:25]=[C:24]([C:26]4[C:27]([NH2:32])=[N:28][CH:29]=[CH:30][CH:31]=4)[O:22][N:21]=3)=[CH:15][CH:14]=2)[CH:11]=[CH:10][CH:9]=[CH:8][CH:7]=1. The yield is 0.240. (5) The reactants are [C:1]([C:3]1[C:12]2[C:7](=[CH:8][CH:9]=[CH:10][CH:11]=2)[C:6](F)=[CH:5][CH:4]=1)#[N:2].[NH:14]1[CH2:19][CH2:18][S:17][CH2:16][CH2:15]1. No catalyst specified. The product is [N:14]1([C:6]2[C:7]3[C:12](=[CH:11][CH:10]=[CH:9][CH:8]=3)[C:3]([C:1]#[N:2])=[CH:4][CH:5]=2)[CH2:19][CH2:18][S:17][CH2:16][CH2:15]1. The yield is 0.200.